From a dataset of Forward reaction prediction with 1.9M reactions from USPTO patents (1976-2016). Predict the product of the given reaction. (1) Given the reactants [NH:1]1[CH2:5][CH2:4][NH:3][C:2]1=[O:6].Br[C:8]1[CH:17]=[C:16]2[C:11]([CH:12]=[CH:13][CH:14]=[N:15]2)=[CH:10][CH:9]=1.N[C@@H]1[CH2:24][CH2:23][CH2:22][CH2:21][C@H:20]1[NH2:25].P([O-])([O-])([O-])=O.[K+].[K+].[K+].O1CCOC[CH2:35]1, predict the reaction product. The product is: [CH3:35][C:22]1[CH:21]=[CH:20][N:25]=[CH:24][C:23]=1[N:1]1[CH2:5][CH2:4][N:3]([C:8]2[CH:17]=[C:16]3[C:11]([CH:12]=[CH:13][CH:14]=[N:15]3)=[CH:10][CH:9]=2)[C:2]1=[O:6]. (2) Given the reactants [CH3:1][C:2]1[C:6]([C:7]2[CH:16]=[C:15]3[C:10]([C:11]([NH:20][CH2:21][C:22]4[S:26][C:25]([CH3:27])=[N:24][C:23]=4[CH3:28])=[C:12](C(N)=O)[CH:13]=[N:14]3)=[CH:9][C:8]=2[O:29][CH3:30])=[C:5]([CH3:31])[O:4][N:3]=1.C1C=CC=CC=1.[OH2:38].[C:39](#[N:41])C, predict the reaction product. The product is: [CH3:1][C:2]1[C:6]([C:7]2[C:8]([O:29][CH3:30])=[CH:9][C:10]3[C:11]4[N:20]([CH2:21][C:22]5[S:26][C:25]([CH3:27])=[N:24][C:23]=5[CH3:28])[C:39](=[O:38])[NH:41][C:12]=4[CH:13]=[N:14][C:15]=3[CH:16]=2)=[C:5]([CH3:31])[O:4][N:3]=1. (3) Given the reactants [CH3:1][C:2]1[C:10]2[C:9](=[O:11])[NH:8][CH:7]=[N:6][C:5]=2[S:4][C:3]=1[C:12]([N:14]1[CH2:19][CH2:18][N:17]([C:20]2[CH:25]=[CH:24][CH:23]=[CH:22][CH:21]=2)[CH2:16][CH2:15]1)=[O:13].C([O-])([O-])=[O:27].[K+].[K+].[F:32][C:33]1([F:43])[CH2:38][CH2:37][N:36]([CH2:39][C:40](Cl)=O)[CH2:35][CH2:34]1, predict the reaction product. The product is: [F:32][C:33]1([F:43])[CH2:38][CH2:37][N:36]([C:39](=[O:27])[CH2:40][N:8]2[C:9](=[O:11])[C:10]3[C:2]([CH3:1])=[C:3]([C:12]([N:14]4[CH2:19][CH2:18][N:17]([C:20]5[CH:25]=[CH:24][CH:23]=[CH:22][CH:21]=5)[CH2:16][CH2:15]4)=[O:13])[S:4][C:5]=3[N:6]=[CH:7]2)[CH2:35][CH2:34]1. (4) Given the reactants [C:1]([CH:3]1[CH2:8][CH2:7][N:6]([C:9]([N:11]2[CH2:16][CH:15]([C:17]3[CH:22]=[CH:21][CH:20]=[C:19]([C:23]([F:26])([F:25])[F:24])[CH:18]=3)[CH2:14][CH:13]([C:27]([OH:29])=O)[CH2:12]2)=[O:10])[CH2:5][CH2:4]1)#[N:2].[F:30][C:31]1[CH:32]=[C:33]([C:37](=[N:39]O)[NH2:38])[CH:34]=[CH:35][CH:36]=1, predict the reaction product. The product is: [F:30][C:31]1[CH:32]=[C:33]([C:37]2[N:39]=[C:27]([CH:13]3[CH2:14][CH:15]([C:17]4[CH:22]=[CH:21][CH:20]=[C:19]([C:23]([F:24])([F:25])[F:26])[CH:18]=4)[CH2:16][N:11]([C:9]([N:6]4[CH2:7][CH2:8][CH:3]([C:1]#[N:2])[CH2:4][CH2:5]4)=[O:10])[CH2:12]3)[O:29][N:38]=2)[CH:34]=[CH:35][CH:36]=1. (5) Given the reactants [Br:1][C:2]1[C:3]2[CH:17]=[CH:16][CH:15]=[CH:14][C:4]=2[S:5][C:6]=1[C:7](=O)[CH:8]=[CH:9]N(C)C.[NH2:18][C:19]([NH2:21])=[NH:20], predict the reaction product. The product is: [Br:1][C:2]1[C:3]2[CH:17]=[CH:16][CH:15]=[CH:14][C:4]=2[S:5][C:6]=1[C:7]1[CH:8]=[CH:9][N:18]=[C:19]([NH2:21])[N:20]=1. (6) Given the reactants Cl.Cl.[Cl:3][C:4]1[C:9]([O:10][CH3:11])=[CH:8][C:7]([N:12]2[CH2:17][CH2:16][NH:15][CH2:14][CH2:13]2)=[C:6]([F:18])[CH:5]=1.[NH:19]1[CH:23]=[CH:22][N:21]=[C:20]1[C:24]1[C:32]2[C:27](=[N:28][CH:29]=[CH:30][CH:31]=2)[N:26]([CH2:33][C:34](O)=[O:35])[N:25]=1, predict the reaction product. The product is: [Cl:3][C:4]1[C:9]([O:10][CH3:11])=[CH:8][C:7]([N:12]2[CH2:13][CH2:14][N:15]([C:34](=[O:35])[CH2:33][N:26]3[C:27]4=[N:28][CH:29]=[CH:30][CH:31]=[C:32]4[C:24]([C:20]4[NH:19][CH:23]=[CH:22][N:21]=4)=[N:25]3)[CH2:16][CH2:17]2)=[C:6]([F:18])[CH:5]=1. (7) Given the reactants [CH:1]([C:4]1[NH:5][CH:6]=[CH:7][N:8]=1)([CH3:3])[CH3:2].[N:9]([CH2:12][Si:13]([O:17][CH3:18])([O:15][CH3:16])[CH3:14])=[C:10]=[O:11], predict the reaction product. The product is: [CH:1]([C:4]1[N:5]([C:10](=[O:11])[NH:9][CH2:12][Si:13]([O:17][CH3:18])([O:15][CH3:16])[CH3:14])[CH:6]=[CH:7][N:8]=1)([CH3:3])[CH3:2]. (8) Given the reactants Cl.[C:2]([NH:6][OH:7])([CH3:5])([CH3:4])[CH3:3].[CH3:8][NH:9][C:10]1[C:15]2[CH2:16][CH2:17][CH2:18][O:19][C:14]=2[C:13]([CH:20]=O)=[C:12]([C:22](=[O:25])[NH:23][CH3:24])[N:11]=1, predict the reaction product. The product is: [C:2]([N+:6]([O-:7])=[CH:20][C:13]1[C:14]2[O:19][CH2:18][CH2:17][CH2:16][C:15]=2[C:10]([NH:9][CH3:8])=[N:11][C:12]=1[C:22](=[O:25])[NH:23][CH3:24])([CH3:5])([CH3:4])[CH3:3]. (9) Given the reactants [F:1][C:2]([F:17])([F:16])[C:3]1[C:11]2[CH2:10][CH2:9][CH2:8][CH2:7][C:6]=2[N:5]([CH2:12][C:13]([OH:15])=O)[N:4]=1.C(Cl)(=O)C(Cl)=O.[NH2:24][C:25]1[CH:35]=[CH:34][CH:33]=[CH:32][C:26]=1[C:27]([N:29]([CH3:31])[CH3:30])=[O:28].O, predict the reaction product. The product is: [CH3:30][N:29]([CH3:31])[C:27](=[O:28])[C:26]1[CH:32]=[CH:33][CH:34]=[CH:35][C:25]=1[NH:24][C:13](=[O:15])[CH2:12][N:5]1[C:6]2[CH2:7][CH2:8][CH2:9][CH2:10][C:11]=2[C:3]([C:2]([F:1])([F:17])[F:16])=[N:4]1. (10) Given the reactants [CH2:1]([O:3][C:4]([Cl:6])=[O:5])[CH3:2].[C:7]1([C:13]#[C:14][C:15]2[CH:16]=[C:17]([CH2:21][NH2:22])[CH:18]=[N:19][CH:20]=2)[CH:12]=[CH:11][CH:10]=[CH:9][CH:8]=1.C(N(CC)CC)C, predict the reaction product. The product is: [ClH:6].[CH2:1]([O:3][C:4](=[O:5])[NH:22][CH2:21][C:17]1[CH:18]=[N:19][CH:20]=[C:15]([C:14]#[C:13][C:7]2[CH:12]=[CH:11][CH:10]=[CH:9][CH:8]=2)[CH:16]=1)[CH3:2].